From a dataset of Peptide-MHC class II binding affinity with 134,281 pairs from IEDB. Regression. Given a peptide amino acid sequence and an MHC pseudo amino acid sequence, predict their binding affinity value. This is MHC class II binding data. (1) The peptide sequence is GELQIVDKIDAAFKI. The MHC is DRB1_0301 with pseudo-sequence DRB1_0301. The binding affinity (normalized) is 0.393. (2) The peptide sequence is YDVPDYASLRSLVAS. The MHC is DRB1_1501 with pseudo-sequence DRB1_1501. The binding affinity (normalized) is 0.265. (3) The MHC is DRB1_0401 with pseudo-sequence DRB1_0401. The binding affinity (normalized) is 0.532. The peptide sequence is EAVVKTLQPVSDLLT. (4) The peptide sequence is VVVHITDDNEEPIAP. The MHC is DRB1_1501 with pseudo-sequence DRB1_1501. The binding affinity (normalized) is 0. (5) The peptide sequence is RGLSSRKRRSHDVLT. The MHC is DRB1_0801 with pseudo-sequence DRB1_0801. The binding affinity (normalized) is 0.193. (6) The peptide sequence is VPRRGPRGGPGRSYA. The MHC is HLA-DQA10301-DQB10302 with pseudo-sequence HLA-DQA10301-DQB10302. The binding affinity (normalized) is 0.188.